Dataset: Catalyst prediction with 721,799 reactions and 888 catalyst types from USPTO. Task: Predict which catalyst facilitates the given reaction. (1) Reactant: [Si]([O:8][C@H:9]1[CH2:13][N:12]([C:14]([O:16][C:17]([CH3:20])([CH3:19])[CH3:18])=[O:15])[CH:11]([C:21]2[CH:26]=[CH:25][CH:24]=[C:23]([F:27])[CH:22]=2)[CH2:10]1)(C(C)(C)C)(C)C.CCCC[N+](CCCC)(CCCC)CCCC.[F-].O. Product: [F:27][C:23]1[CH:22]=[C:21]([CH:11]2[CH2:10][C@@H:9]([OH:8])[CH2:13][N:12]2[C:14]([O:16][C:17]([CH3:20])([CH3:19])[CH3:18])=[O:15])[CH:26]=[CH:25][CH:24]=1. The catalyst class is: 1. (2) Reactant: C(N[CH:5]([CH3:7])[CH3:6])(C)C.C([Li])CCC.[CH3:13][O:14][CH:15]([CH3:20])[C:16]([O:18][CH3:19])=[O:17].[Br:21]C(CBr)=C. Product: [Br:21][C:5](=[CH2:6])[CH2:7][C:15]([O:14][CH3:13])([CH3:20])[C:16]([O:18][CH3:19])=[O:17]. The catalyst class is: 1.